Dataset: NCI-60 drug combinations with 297,098 pairs across 59 cell lines. Task: Regression. Given two drug SMILES strings and cell line genomic features, predict the synergy score measuring deviation from expected non-interaction effect. (1) Drug 1: CC=C1C(=O)NC(C(=O)OC2CC(=O)NC(C(=O)NC(CSSCCC=C2)C(=O)N1)C(C)C)C(C)C. Drug 2: COC1=C2C(=CC3=C1OC=C3)C=CC(=O)O2. Cell line: SF-295. Synergy scores: CSS=48.3, Synergy_ZIP=2.96, Synergy_Bliss=3.37, Synergy_Loewe=-59.1, Synergy_HSA=0.538. (2) Drug 1: CC(C1=C(C=CC(=C1Cl)F)Cl)OC2=C(N=CC(=C2)C3=CN(N=C3)C4CCNCC4)N. Drug 2: C1=CN(C(=O)N=C1N)C2C(C(C(O2)CO)O)O.Cl. Cell line: BT-549. Synergy scores: CSS=26.9, Synergy_ZIP=-3.73, Synergy_Bliss=3.48, Synergy_Loewe=-26.5, Synergy_HSA=-0.00933. (3) Drug 1: CC1=CC=C(C=C1)C2=CC(=NN2C3=CC=C(C=C3)S(=O)(=O)N)C(F)(F)F. Drug 2: C(=O)(N)NO. Cell line: MALME-3M. Synergy scores: CSS=-1.23, Synergy_ZIP=-0.167, Synergy_Bliss=-2.09, Synergy_Loewe=-1.14, Synergy_HSA=-2.96. (4) Drug 1: COCCOC1=C(C=C2C(=C1)C(=NC=N2)NC3=CC=CC(=C3)C#C)OCCOC. Drug 2: CCC1(C2=C(COC1=O)C(=O)N3CC4=CC5=C(C=CC(=C5CN(C)C)O)N=C4C3=C2)O. Cell line: UACC62. Synergy scores: CSS=71.6, Synergy_ZIP=5.26, Synergy_Bliss=4.74, Synergy_Loewe=7.87, Synergy_HSA=10.9. (5) Drug 1: CN(C)C1=NC(=NC(=N1)N(C)C)N(C)C. Drug 2: C1=CC=C(C(=C1)C(C2=CC=C(C=C2)Cl)C(Cl)Cl)Cl. Cell line: MALME-3M. Synergy scores: CSS=-4.12, Synergy_ZIP=2.17, Synergy_Bliss=2.35, Synergy_Loewe=-3.31, Synergy_HSA=-3.60. (6) Drug 1: CCCS(=O)(=O)NC1=C(C(=C(C=C1)F)C(=O)C2=CNC3=C2C=C(C=N3)C4=CC=C(C=C4)Cl)F. Drug 2: C1=CC(=CC=C1CC(C(=O)O)N)N(CCCl)CCCl.Cl. Cell line: DU-145. Synergy scores: CSS=7.21, Synergy_ZIP=1.94, Synergy_Bliss=5.83, Synergy_Loewe=1.22, Synergy_HSA=1.52. (7) Drug 1: C1=CC(=CC=C1C#N)C(C2=CC=C(C=C2)C#N)N3C=NC=N3. Drug 2: C1=CN(C(=O)N=C1N)C2C(C(C(O2)CO)O)O.Cl. Cell line: NCI/ADR-RES. Synergy scores: CSS=49.6, Synergy_ZIP=2.05, Synergy_Bliss=3.58, Synergy_Loewe=-1.80, Synergy_HSA=5.54. (8) Drug 1: CC1=CC2C(CCC3(C2CCC3(C(=O)C)OC(=O)C)C)C4(C1=CC(=O)CC4)C. Drug 2: C1C(C(OC1N2C=C(C(=O)NC2=O)F)CO)O. Cell line: NCIH23. Synergy scores: CSS=26.9, Synergy_ZIP=-6.73, Synergy_Bliss=-2.40, Synergy_Loewe=-34.6, Synergy_HSA=-4.44.